Task: Predict the reactants needed to synthesize the given product.. Dataset: Full USPTO retrosynthesis dataset with 1.9M reactions from patents (1976-2016) (1) Given the product [C:24]([C:28]1[CH:38]=[CH:37][C:31]([O:32][CH2:33][C@@H:34]([OH:35])[CH2:36][N:15]2[CH2:16][CH2:17][C:12]3([O:11][C:10]4[C:20]5[C:6]([C:7](=[O:23])[C:8](=[O:22])[C:9]=4[S:19][CH2:18]3)=[CH:5][CH:4]=[C:3]([O:2][CH3:1])[CH:21]=5)[CH2:13][CH2:14]2)=[CH:30][CH:29]=1)([CH3:25])([CH3:26])[CH3:27], predict the reactants needed to synthesize it. The reactants are: [CH3:1][O:2][C:3]1[CH:21]=[C:20]2[C:6]([C:7](=[O:23])[C:8](=[O:22])[C:9]3[S:19][CH2:18][C:12]4([CH2:17][CH2:16][NH:15][CH2:14][CH2:13]4)[O:11][C:10]=32)=[CH:5][CH:4]=1.[C:24]([C:28]1[CH:38]=[CH:37][C:31]([O:32][CH2:33][C@@H:34]2[CH2:36][O:35]2)=[CH:30][CH:29]=1)([CH3:27])([CH3:26])[CH3:25]. (2) Given the product [O:1]1[CH2:5][CH2:4][O:3][CH:2]1[C:6]1[CH:10]=[CH:9][S:8][C:7]=1[C:11](=[N:14][OH:15])[NH2:12], predict the reactants needed to synthesize it. The reactants are: [O:1]1[CH2:5][CH2:4][O:3][CH:2]1[C:6]1[CH:10]=[CH:9][S:8][C:7]=1[C:11]#[N:12].Cl.[NH2:14][OH:15].C(=O)([O-])[O-].[Na+].[Na+].